The task is: Predict the reactants needed to synthesize the given product.. This data is from Full USPTO retrosynthesis dataset with 1.9M reactions from patents (1976-2016). (1) Given the product [NH2:11][C:12]1[N:17]=[CH:16][C:15]2[C:18]([N:40]([CH2:48][CH3:49])[C:41](=[O:47])[O:42][C:43]([CH3:44])([CH3:45])[CH3:46])=[N:19][N:20]([C:21]([C:34]3[CH:35]=[CH:36][CH:37]=[CH:38][CH:39]=3)([C:28]3[CH:33]=[CH:32][CH:31]=[CH:30][CH:29]=3)[C:22]3[CH:23]=[CH:24][CH:25]=[CH:26][CH:27]=3)[C:14]=2[CH:13]=1, predict the reactants needed to synthesize it. The reactants are: C(OC([NH:11][C:12]1[N:17]=[CH:16][C:15]2[C:18]([N:40]([CH2:48][CH3:49])[C:41](=[O:47])[O:42][C:43]([CH3:46])([CH3:45])[CH3:44])=[N:19][N:20]([C:21]([C:34]3[CH:39]=[CH:38][CH:37]=[CH:36][CH:35]=3)([C:28]3[CH:33]=[CH:32][CH:31]=[CH:30][CH:29]=3)[C:22]3[CH:27]=[CH:26][CH:25]=[CH:24][CH:23]=3)[C:14]=2[CH:13]=1)=O)C1C=CC=CC=1. (2) Given the product [C:18]12([NH:28][CH2:12][C:11]3[CH:14]=[CH:15][C:8]([O:7][CH2:6][C:5]4[CH:16]=[CH:17][C:2]([Cl:1])=[CH:3][CH:4]=4)=[CH:9][CH:10]=3)[CH2:25][CH:24]3[CH2:23][CH:22]([CH2:21][CH:20]([CH2:26]3)[CH2:19]1)[CH2:27]2, predict the reactants needed to synthesize it. The reactants are: [Cl:1][C:2]1[CH:17]=[CH:16][C:5]([CH2:6][O:7][C:8]2[CH:15]=[CH:14][C:11]([CH:12]=O)=[CH:10][CH:9]=2)=[CH:4][CH:3]=1.[C:18]12([NH2:28])[CH2:27][CH:22]3[CH2:23][CH:24]([CH2:26][CH:20]([CH2:21]3)[CH2:19]1)[CH2:25]2. (3) Given the product [NH2:45][C:11]1[CH:12]=[C:13]([C:16]2[C:20]3[CH2:21][N:22]([C:25](=[O:27])[CH3:26])[CH2:23][CH2:24][C:19]=3[N:18]([CH2:28][CH:29]([OH:44])[CH2:30][N:31]3[CH2:32][CH2:33][N:34]([C:37]4[CH:42]=[CH:41][CH:40]=[CH:39][C:38]=4[CH3:43])[CH2:35][CH2:36]3)[N:17]=2)[CH:14]=[CH:15][C:10]=1[Cl:9], predict the reactants needed to synthesize it. The reactants are: S(S([O-])=O)([O-])=O.[Na+].[Na+].[Cl:9][C:10]1[CH:15]=[CH:14][C:13]([C:16]2[C:20]3[CH2:21][N:22]([C:25](=[O:27])[CH3:26])[CH2:23][CH2:24][C:19]=3[N:18]([CH2:28][CH:29]([OH:44])[CH2:30][N:31]3[CH2:36][CH2:35][N:34]([C:37]4[CH:42]=[CH:41][CH:40]=[CH:39][C:38]=4[CH3:43])[CH2:33][CH2:32]3)[N:17]=2)=[CH:12][C:11]=1[N+:45]([O-])=O.Cl.C(=O)(O)[O-].[Na+]. (4) Given the product [CH:22]([N:21]([CH:25]([CH3:26])[CH3:27])[CH2:20][CH2:19][C@@H:18]([C:13]1[CH:12]=[C:11]([CH2:10][CH2:9][O:8][C:7]2[CH:6]=[CH:5][C:4]([CH2:3][CH2:2][NH:1][CH2:40][C:39]3[CH:42]=[CH:43][CH:44]=[C:37]([F:36])[C:38]=3[OH:45])=[CH:35][CH:34]=2)[CH:16]=[CH:15][C:14]=1[OH:17])[C:28]1[CH:29]=[CH:30][CH:31]=[CH:32][CH:33]=1)([CH3:24])[CH3:23], predict the reactants needed to synthesize it. The reactants are: [NH2:1][CH2:2][CH2:3][C:4]1[CH:35]=[CH:34][C:7]([O:8][CH2:9][CH2:10][C:11]2[CH:16]=[CH:15][C:14]([OH:17])=[C:13]([C@@H:18]([C:28]3[CH:33]=[CH:32][CH:31]=[CH:30][CH:29]=3)[CH2:19][CH2:20][N:21]([CH:25]([CH3:27])[CH3:26])[CH:22]([CH3:24])[CH3:23])[CH:12]=2)=[CH:6][CH:5]=1.[F:36][C:37]1[C:38]([OH:45])=[C:39]([CH:42]=[CH:43][CH:44]=1)[CH:40]=O.S([O-])([O-])(=O)=O.[Mg+2].[BH4-].[Na+].